Dataset: Peptide-MHC class I binding affinity with 185,985 pairs from IEDB/IMGT. Task: Regression. Given a peptide amino acid sequence and an MHC pseudo amino acid sequence, predict their binding affinity value. This is MHC class I binding data. (1) The peptide sequence is YRIMTRGLL. The MHC is HLA-A29:02 with pseudo-sequence HLA-A29:02. The binding affinity (normalized) is 0.0847. (2) The peptide sequence is ISNMLNIMNR. The MHC is HLA-A33:01 with pseudo-sequence HLA-A33:01. The binding affinity (normalized) is 0.533. (3) The binding affinity (normalized) is 0.0847. The peptide sequence is RPVGISSMV. The MHC is HLA-A01:01 with pseudo-sequence HLA-A01:01. (4) The peptide sequence is QFLKFSLPFPFLYKFLL. The MHC is HLA-A23:01 with pseudo-sequence HLA-A23:01. The binding affinity (normalized) is 0.352. (5) The peptide sequence is LAMATMDLI. The MHC is H-2-Kb with pseudo-sequence H-2-Kb. The binding affinity (normalized) is 0.107. (6) The MHC is HLA-A02:03 with pseudo-sequence HLA-A02:03. The peptide sequence is MLREGNQAF. The binding affinity (normalized) is 0.628.